From a dataset of NCI-60 drug combinations with 297,098 pairs across 59 cell lines. Regression. Given two drug SMILES strings and cell line genomic features, predict the synergy score measuring deviation from expected non-interaction effect. Drug 1: CC1C(C(CC(O1)OC2CC(CC3=C2C(=C4C(=C3O)C(=O)C5=C(C4=O)C(=CC=C5)OC)O)(C(=O)C)O)N)O.Cl. Drug 2: CC1CCC2CC(C(=CC=CC=CC(CC(C(=O)C(C(C(=CC(C(=O)CC(OC(=O)C3CCCCN3C(=O)C(=O)C1(O2)O)C(C)CC4CCC(C(C4)OC)OCCO)C)C)O)OC)C)C)C)OC. Cell line: IGROV1. Synergy scores: CSS=46.8, Synergy_ZIP=-1.66, Synergy_Bliss=0.601, Synergy_Loewe=4.59, Synergy_HSA=6.64.